This data is from Forward reaction prediction with 1.9M reactions from USPTO patents (1976-2016). The task is: Predict the product of the given reaction. (1) Given the reactants ClC(Cl)(OC(=O)[O:6][C:7]([Cl:10])(Cl)Cl)Cl.[N:13]1([C:19](=[O:21])[CH3:20])[CH2:18][CH2:17][NH:16][CH2:15][CH2:14]1.N1C=CC=CC=1, predict the reaction product. The product is: [C:19]([N:13]1[CH2:18][CH2:17][N:16]([C:7]([Cl:10])=[O:6])[CH2:15][CH2:14]1)(=[O:21])[CH3:20]. (2) Given the reactants [C:1]([CH:9]1[CH2:18][C:17]2[C:12](=[CH:13][CH:14]=[C:15]([F:19])[CH:16]=2)[CH2:11][N:10]1CC1C=CC=CC=1)(=O)[C:2]1[CH:7]=[CH:6][CH:5]=[CH:4][CH:3]=1, predict the reaction product. The product is: [CH2:1]([CH:9]1[CH2:18][C:17]2[C:12](=[CH:13][CH:14]=[C:15]([F:19])[CH:16]=2)[CH2:11][NH:10]1)[C:2]1[CH:3]=[CH:4][CH:5]=[CH:6][CH:7]=1. (3) Given the reactants [Br:1][C:2]1[CH:10]=[CH:9][CH:8]=[C:7]2[C:3]=1[CH:4]=[C:5]([C:11]([NH:13][C@H:14]1[CH2:18][N:17]([C:19]([O:21][C:22]([CH3:25])([CH3:24])[CH3:23])=[O:20])[C@H:16]([C:26]([O:28][CH3:29])=[O:27])[CH2:15]1)=[O:12])[NH:6]2.[C:30]([O-])([O-])=O.[K+].[K+].IC, predict the reaction product. The product is: [Br:1][C:2]1[CH:10]=[CH:9][CH:8]=[C:7]2[C:3]=1[CH:4]=[C:5]([C:11]([NH:13][C@H:14]1[CH2:18][N:17]([C:19]([O:21][C:22]([CH3:23])([CH3:24])[CH3:25])=[O:20])[C@H:16]([C:26]([O:28][CH3:29])=[O:27])[CH2:15]1)=[O:12])[N:6]2[CH3:30]. (4) The product is: [C:21]([O:20][C:18]([N:15]1[CH2:14][CH2:13][C:12]([NH2:25])([CH2:10][OH:9])[CH2:17][CH2:16]1)=[O:19])([CH3:24])([CH3:22])[CH3:23]. Given the reactants [H-].[Al+3].[Li+].[H-].[H-].[H-].C([O:9][C:10]([C:12]1([NH2:25])[CH2:17][CH2:16][N:15]([C:18]([O:20][C:21]([CH3:24])([CH3:23])[CH3:22])=[O:19])[CH2:14][CH2:13]1)=O)C.C(OCC)(=O)C.O, predict the reaction product. (5) Given the reactants Br[C:2]1[N:6]=[C:5]([N:7]2[CH2:11][CH2:10][CH2:9][CH2:8]2)[N:4]([CH2:12][CH3:13])[N:3]=1.[C:14]([Si:16]([CH3:19])([CH3:18])[CH3:17])#[CH:15].C(N(CC)CC)C, predict the reaction product. The product is: [CH2:12]([N:4]1[C:5]([N:7]2[CH2:11][CH2:10][CH2:9][CH2:8]2)=[N:6][C:2]([C:15]#[C:14][Si:16]([CH3:19])([CH3:18])[CH3:17])=[N:3]1)[CH3:13]. (6) Given the reactants C(OC(=O)[NH:7][C:8]1[CH:13]=[C:12]([C:14]([F:17])([F:16])[F:15])[C:11]([Cl:18])=[CH:10][C:9]=1[NH:19][C:20](=[O:36])[CH2:21][C:22](=O)[C:23]1[CH:28]=[CH:27][CH:26]=[C:25]([C:29]2[CH:34]=[CH:33][CH:32]=[CH:31][N:30]=2)[CH:24]=1)(C)(C)C.C(O)(C(F)(F)F)=O, predict the reaction product. The product is: [Cl:18][C:11]1[C:12]([C:14]([F:17])([F:16])[F:15])=[CH:13][C:8]2[N:7]=[C:22]([C:23]3[CH:28]=[CH:27][CH:26]=[C:25]([C:29]4[CH:34]=[CH:33][CH:32]=[CH:31][N:30]=4)[CH:24]=3)[CH2:21][C:20](=[O:36])[NH:19][C:9]=2[CH:10]=1.